Dataset: Reaction yield outcomes from USPTO patents with 853,638 reactions. Task: Predict the reaction yield, written as a fraction of the theoretical maximum amount of product (1.0 means a 100% yield; for example, 0.34 means a 34% yield). (1) The reactants are [NH2:1][C@@H:2]1[CH2:7][CH2:6][C@H:5]([NH:8][C:9]([C:11]2[C:19]3[C:14](=[N:15][CH:16]=[C:17]([C:20]4[C:28]5[C:23](=[CH:24][C:25]([Cl:29])=[CH:26][CH:27]=5)[N:22]([CH3:30])[N:21]=4)[N:18]=3)[N:13](COCC[Si](C)(C)C)[CH:12]=2)=[O:10])[CH2:4][CH2:3]1.FC(F)(F)C(O)=O.C(N)CN. The catalyst is ClCCl. The product is [NH2:1][C@@H:2]1[CH2:7][CH2:6][C@H:5]([NH:8][C:9]([C:11]2[C:19]3[C:14](=[N:15][CH:16]=[C:17]([C:20]4[C:28]5[C:23](=[CH:24][C:25]([Cl:29])=[CH:26][CH:27]=5)[N:22]([CH3:30])[N:21]=4)[N:18]=3)[NH:13][CH:12]=2)=[O:10])[CH2:4][CH2:3]1. The yield is 0.930. (2) The reactants are [F:1][C:2]1[CH:7]=[CH:6][CH:5]=[C:4]([F:8])[C:3]=1[C:9]1[S:10][CH:11]=[C:12]([C:14]([O:16]CC)=[O:15])[N:13]=1.O.[OH-].[Li+].O.Cl. The catalyst is C1COCC1.CCOC(C)=O. The product is [F:8][C:4]1[CH:5]=[CH:6][CH:7]=[C:2]([F:1])[C:3]=1[C:9]1[S:10][CH:11]=[C:12]([C:14]([OH:16])=[O:15])[N:13]=1. The yield is 0.970. (3) The catalyst is O1CCCC1.C(OCC)(=O)C.CCCCCC. The yield is 0.680. The reactants are [F:1][C:2]1[CH:3]=[C:4]([C:12]2[O:16][CH:15]=[N:14][C:13]=2[CH3:17])[CH:5]=[CH:6][C:7]=1[C:8]([F:11])([F:10])[F:9].C[Si]([N-][Si](C)(C)C)(C)C.[Li+].[Cl:28]C(Cl)(Cl)C(Cl)(Cl)Cl.O. The product is [Cl:28][C:15]1[O:16][C:12]([C:4]2[CH:5]=[CH:6][C:7]([C:8]([F:9])([F:11])[F:10])=[C:2]([F:1])[CH:3]=2)=[C:13]([CH3:17])[N:14]=1. (4) The reactants are [OH:1][C:2]1[C:11]2[C:6](=[CH:7][CH:8]=[CH:9][CH:10]=2)[C:5]([CH:12]=[O:13])=[C:4]([CH3:14])[C:3]=1[CH3:15].[H-].[Na+].Br[CH2:19][C:20]#[C:21][CH2:22][CH3:23]. The catalyst is CN(C)C=O. The product is [CH3:14][C:4]1[C:3]([CH3:15])=[C:2]([O:1][CH2:19][C:20]#[C:21][CH2:22][CH3:23])[C:11]2[C:6](=[CH:7][CH:8]=[CH:9][CH:10]=2)[C:5]=1[CH:12]=[O:13]. The yield is 0.530. (5) The reactants are [C:1]1([N:7]2[C:12](=[O:13])[C:11]3[S:14][CH:15]=[C:16]([C:17]4[CH:22]=[CH:21][CH:20]=[CH:19][CH:18]=4)[C:10]=3[N:9]=[CH:8]2)[CH:6]=[CH:5][CH:4]=[CH:3][CH:2]=1.N[C:24]1[C:28]([C:24]2[C:25]3[C:24](=[CH:28][CH:27]=CC=3)[CH:25]=[CH:27][CH:28]=2)=[CH:27]S[C:25]=1C(OC)=O.[CH:43](OCC)(OCC)[O:44]CC.COC1C=CC(N)=CC=1. The catalyst is C(O)(=O)C. The product is [CH3:43][O:44][C:4]1[CH:5]=[CH:6][C:1]([N:7]2[C:12](=[O:13])[C:11]3[S:14][CH:15]=[C:16]([C:17]4[C:18]5[C:19](=[CH:25][CH:24]=[CH:28][CH:27]=5)[CH:20]=[CH:21][CH:22]=4)[C:10]=3[N:9]=[CH:8]2)=[CH:2][CH:3]=1. The yield is 0.585. (6) The reactants are [Br:1][C:2]1[CH:3]=[C:4]([CH:7]=[C:8]([B:10]2[O:14]C(C)(C)C(C)(C)[O:11]2)[CH:9]=1)[C:5]#[N:6].Cl. No catalyst specified. The product is [Br:1][C:2]1[CH:9]=[C:8]([B:10]([OH:14])[OH:11])[CH:7]=[C:4]([C:5]#[N:6])[CH:3]=1. The yield is 0.680. (7) The product is [C:1]([NH:5][S:9]([CH:6]1[CH2:8][CH2:7]1)(=[O:11])=[O:10])([CH3:4])([CH3:3])[CH3:2]. The catalyst is C1COCC1. The yield is 0.830. The reactants are [C:1]([NH2:5])([CH3:4])([CH3:3])[CH3:2].[CH:6]1([S:9](Cl)(=[O:11])=[O:10])[CH2:8][CH2:7]1. (8) The reactants are [F:1][C:2]([F:18])([F:17])[CH2:3][O:4][C:5]1[CH:6]=[N:7][C:8]2[C:9](=[N:15]O)[CH2:10][CH2:11][CH2:12][C:13]=2[CH:14]=1. The catalyst is [Pd].CO. The product is [F:18][C:2]([F:1])([F:17])[CH2:3][O:4][C:5]1[CH:6]=[N:7][C:8]2[CH:9]([NH2:15])[CH2:10][CH2:11][CH2:12][C:13]=2[CH:14]=1. The yield is 0.430. (9) The catalyst is C(O)(=O)C.C(OC(=O)C)(=O)C. The product is [OH:25][C@H:23]1[CH2:22][CH2:21][C@@:20]2([CH3:26])[C@@H:19]([CH2:18][CH2:17][C@@H:16]3[C@@H:15]2[CH2:14][CH2:13][C@@:12]2([CH3:27])[C@H:11]3[CH2:28][CH:6]=[C:7]2[C:8](=[O:9])[CH3:10])[CH2:24]1. The reactants are C[C@H]1CO[C@@]2([O:9][C@H:8]3[CH2:10][C@H:11]4[C@@H:16]5[CH2:17][CH2:18][C@H:19]6[CH2:24][C@@H:23]([OH:25])[CH2:22][CH2:21][C@:20]6([CH3:26])[C@H:15]5[CH2:14][CH2:13][C@:12]4([CH3:27])[C@H:7]3[C@@H:6]2[CH3:28])CC1. The yield is 0.920.